From a dataset of Drug-target binding data from BindingDB using Ki measurements. Regression. Given a target protein amino acid sequence and a drug SMILES string, predict the binding affinity score between them. We predict pKi (pKi = -log10(Ki in M); higher means stronger inhibition). Dataset: bindingdb_ki. The small molecule is COc1cc2c3cc1Oc1cc(ccc1O)CC1c4c(cc(OC)c(O)c4Oc4ccc(cc4)CC3[NH+](C)CC2)CC[N+]1(C)C. The target protein (P49581) has sequence MHPKRRLCWCLPASGAWAFMLTSLIADTTACESEERLFHKLFSRYNQFIRPVENVSDPVTVHFELAITQLTNVDEVNQIMETNLWLRHIWNDYKLRRDPREYDGIEFVRVPADKIWKPDIVLYNNAVGDFQVEGKTKALLRYDGMITWTPPAIFKSSCPMDITFFPFDHQNCSLKFGSWTYDKAKIDLLIIGSKVDMNEFWENSEWEIVDASGYKHDIKYNCCEEIYTDITYSFYIRRLPMFYTINLIIPCLFISFLTVLVFYLPSDCGEKVTLCISVLLSLTVFLLVITETIPSTSLVIPLVGEYLLFTMIFVTLSIVITVFVLNIHYRTPTTHTMPKWVKTVFLSLLPKVLLMQRPLEQEKKNISKKTKKGSAKTSGKSKHSKHKDNKLHKEQRCCHCDKADDLTSTRRSRLSHQSLKWMAEHTEYSPEVKDVINNVQFIAENMKSQNETKEVEDDWKYVAMVIDRVFLWVFIILCVFGTAGLFIQPLIADT. The pKi is 5.1.